From a dataset of Peptide-MHC class I binding affinity with 185,985 pairs from IEDB/IMGT. Regression. Given a peptide amino acid sequence and an MHC pseudo amino acid sequence, predict their binding affinity value. This is MHC class I binding data. (1) The peptide sequence is VESSSKLWA. The MHC is HLA-B44:02 with pseudo-sequence HLA-B44:02. The binding affinity (normalized) is 0.250. (2) The peptide sequence is LLDYQGMLPV. The MHC is HLA-A03:01 with pseudo-sequence HLA-A03:01. The binding affinity (normalized) is 0.617. (3) The peptide sequence is RKMPHLFSK. The MHC is HLA-A69:01 with pseudo-sequence HLA-A69:01. The binding affinity (normalized) is 0.0847. (4) The binding affinity (normalized) is 0.221. The MHC is HLA-A11:01 with pseudo-sequence HLA-A11:01. The peptide sequence is VTFMWTNCR. (5) The peptide sequence is LHAVGQAAE. The MHC is HLA-B27:05 with pseudo-sequence HLA-B27:05. The binding affinity (normalized) is 0. (6) The peptide sequence is DHQAAFQYI. The MHC is Patr-B0101 with pseudo-sequence Patr-B0101. The binding affinity (normalized) is 0. (7) The peptide sequence is VAITFCAII. The MHC is H-2-Kb with pseudo-sequence H-2-Kb. The binding affinity (normalized) is 0.601. (8) The peptide sequence is EIYKRWII. The MHC is HLA-A68:01 with pseudo-sequence HLA-A68:01. The binding affinity (normalized) is 0.